From a dataset of Full USPTO retrosynthesis dataset with 1.9M reactions from patents (1976-2016). Predict the reactants needed to synthesize the given product. (1) Given the product [CH3:8][N:9]([CH3:17])[N:10]=[CH:11][C:12]1[CH:16]=[CH:15][CH:14]=[C:3]2[C:2]=1[C:1](=[O:7])[O:6][C:4]2=[O:5], predict the reactants needed to synthesize it. The reactants are: [C:1]1(=[O:7])[O:6][C:4](=[O:5])[CH:3]=[CH:2]1.[CH3:8][N:9]([CH3:17])[N:10]=[CH:11][C:12]1O[CH:14]=[CH:15][CH:16]=1.FC(F)(F)C(O)=O. (2) Given the product [C:1]([C:5]1[CH:15]=[C:8]2[N:9]=[CH:10][C:11]([C:13]#[C:14][C:20]3[CH:21]=[CH:22][C:17]([F:16])=[C:18]([F:24])[CH:19]=3)=[CH:12][N:7]2[N:6]=1)([CH3:4])([CH3:3])[CH3:2], predict the reactants needed to synthesize it. The reactants are: [C:1]([C:5]1[CH:15]=[C:8]2[N:9]=[CH:10][C:11]([C:13]#[CH:14])=[CH:12][N:7]2[N:6]=1)([CH3:4])([CH3:3])[CH3:2].[F:16][C:17]1[CH:22]=[CH:21][C:20](I)=[CH:19][C:18]=1[F:24]. (3) The reactants are: [C:1]([NH:4][CH2:5][C:6]1[CH:11]=[CH:10][C:9]([C:12]([CH3:17])([CH3:16])C(O)=O)=[CH:8][CH:7]=1)(=[O:3])[CH3:2].C[N:19](C)[CH:20]=[O:21].C(Cl)(=O)[O:24][CH2:25][CH3:26].[N-]=[N+]=[N-].[Na+]. Given the product [CH2:25]([O:24][C:20]([NH:19][C:12]([C:9]1[CH:8]=[CH:7][C:6]([CH2:5][NH:4][C:1](=[O:3])[CH3:2])=[CH:11][CH:10]=1)([CH3:16])[CH3:17])=[O:21])[C:26]1[CH:10]=[CH:11][CH:6]=[CH:7][CH:8]=1, predict the reactants needed to synthesize it. (4) Given the product [C:1]([S:4][C@H:5]1[CH2:9][N:8]([S:10]([C:13]2[CH:22]=[CH:21][C:20]3[C:15](=[CH:16][CH:17]=[CH:18][CH:19]=3)[CH:14]=2)(=[O:11])=[O:12])[C@H:7]([C:23]([N:33]([CH3:32])[C:34]2[CH:35]=[CH:36][C:37]([C:43]([OH:46])=[O:44])=[CH:41][CH:42]=2)=[O:24])[CH2:6]1)(=[O:3])[CH3:2], predict the reactants needed to synthesize it. The reactants are: [C:1]([S:4][C@H:5]1[CH2:9][N:8]([S:10]([C:13]2[CH:22]=[CH:21][C:20]3[C:15](=[CH:16][CH:17]=[CH:18][CH:19]=3)[CH:14]=2)(=[O:12])=[O:11])[C@H:7]([C:23](O)=[O:24])[CH2:6]1)(=[O:3])[CH3:2].C(Cl)(=O)C(Cl)=O.[CH3:32][NH:33][C:34]1[CH:42]=[CH:41][C:37](C(O)=O)=[CH:36][CH:35]=1.[C:43]([O-:46])([O-])=[O:44].[K+].[K+].OS([O-])(=O)=O.[K+]. (5) Given the product [Cl:1][C:2]1[CH:3]=[C:4]([C:8]2[C:17]3[C:12](=[CH:13][CH:14]=[C:15]([C:18]([C:25]4[CH:26]=[CH:27][C:28]([Cl:31])=[CH:29][CH:30]=4)([OH:38])[C:19]4[N:23]([CH3:24])[CH:22]=[N:21][N:20]=4)[CH:16]=3)[N:11]([CH3:32])[C:10](=[O:33])[CH:9]=2)[CH:5]=[CH:6][CH:7]=1, predict the reactants needed to synthesize it. The reactants are: [Cl:1][C:2]1[CH:3]=[C:4]([C:8]2[C:17]3[C:12](=[CH:13][CH:14]=[C:15]([CH:18]([C:25]4[CH:30]=[CH:29][C:28]([Cl:31])=[CH:27][CH:26]=4)[C:19]4[N:23]([CH3:24])[CH:22]=[N:21][N:20]=4)[CH:16]=3)[N:11]([CH3:32])[C:10](=[O:33])[CH:9]=2)[CH:5]=[CH:6][CH:7]=1.CC([OH:38])(C)C.[K].O.